From a dataset of CYP2C9 inhibition data for predicting drug metabolism from PubChem BioAssay. Regression/Classification. Given a drug SMILES string, predict its absorption, distribution, metabolism, or excretion properties. Task type varies by dataset: regression for continuous measurements (e.g., permeability, clearance, half-life) or binary classification for categorical outcomes (e.g., BBB penetration, CYP inhibition). Dataset: cyp2c9_veith. (1) The drug is CCOC(=O)CC(Nc1nc(N2CCOCC2)nc(N2CCOCC2)n1)c1ccccc1Cl. The result is 1 (inhibitor). (2) The drug is COc1ccc2[nH]cc(CCNc3ncncc3-c3ccc(N(C)C)cc3)c2c1. The result is 1 (inhibitor).